From a dataset of Forward reaction prediction with 1.9M reactions from USPTO patents (1976-2016). Predict the product of the given reaction. (1) Given the reactants C(C1C(O)=C(C(C)=C(SC2C=CC(OC)=CC=2)C=1)C(O)=O)(C)(C)C.[F:25][C:26]([F:36])([F:35])[O:27][C:28]1[CH:33]=[CH:32][C:31]([SH:34])=[CH:30][CH:29]=1.S(Cl)([Cl:40])(=O)=O.ClN1C(=O)CCC1=O, predict the reaction product. The product is: [F:36][C:26]([F:25])([F:35])[O:27][C:28]1[CH:29]=[CH:30][C:31]([S:34][Cl:40])=[CH:32][CH:33]=1. (2) The product is: [Cl:30][C:28]1[CH:29]=[C:24]([C:18]2([C:20]([F:23])([F:21])[F:22])[O:17][N:16]=[C:15]([C:12]3[CH:13]=[CH:14][C:9]([C:8]([NH:2][OH:3])=[O:33])=[C:10]([CH3:32])[CH:11]=3)[CH2:19]2)[CH:25]=[C:26]([Cl:31])[CH:27]=1. Given the reactants Cl.[NH2:2][OH:3].[OH-].[K+].CO[C:8](=[O:33])[C:9]1[CH:14]=[CH:13][C:12]([C:15]2[CH2:19][C:18]([C:24]3[CH:29]=[C:28]([Cl:30])[CH:27]=[C:26]([Cl:31])[CH:25]=3)([C:20]([F:23])([F:22])[F:21])[O:17][N:16]=2)=[CH:11][C:10]=1[CH3:32], predict the reaction product. (3) Given the reactants C([O:3][C:4]([C:6]1[N:7]=[CH:8][N:9]([C:11]2[CH:12]=[C:13]([C:17]3[CH:22]=[CH:21][CH:20]=[CH:19][C:18]=3[Cl:23])[CH:14]=[CH:15][CH:16]=2)[CH:10]=1)=[O:5])C.[OH-].[K+], predict the reaction product. The product is: [Cl:23][C:18]1[CH:19]=[CH:20][CH:21]=[CH:22][C:17]=1[C:13]1[CH:14]=[CH:15][CH:16]=[C:11]([N:9]2[CH:10]=[C:6]([C:4]([OH:5])=[O:3])[N:7]=[CH:8]2)[CH:12]=1. (4) Given the reactants Br[CH2:2][CH2:3][O:4][CH3:5].[CH3:6][C:7]1[CH:16]=[CH:15][C:14]2[C:9](=[C:10]([CH3:18])[C:11]([OH:17])=[CH:12][CH:13]=2)[N:8]=1.C(=O)([O-])[O-].[K+].[K+].O, predict the reaction product. The product is: [CH3:5][O:4][CH2:3][CH2:2][O:17][C:11]1[C:10]([CH3:18])=[C:9]2[C:14]([CH:15]=[CH:16][C:7]([CH3:6])=[N:8]2)=[CH:13][CH:12]=1. (5) Given the reactants [CH3:1]N(C)C=O.[CH2:6]([O:8][C:9]1[C:10]([CH3:21])=[C:11]([N:15]2[C:19](=[O:20])[NH:18][N:17]=[N:16]2)[CH:12]=[CH:13][CH:14]=1)[CH3:7].C(=O)([O-])[O-].[K+].[K+].S(OC)(OC)(=O)=O, predict the reaction product. The product is: [CH2:6]([O:8][C:9]1[C:10]([CH3:21])=[C:11]([N:15]2[C:19](=[O:20])[N:18]([CH3:1])[N:17]=[N:16]2)[CH:12]=[CH:13][CH:14]=1)[CH3:7]. (6) The product is: [NH2:30][C:26]1[CH:25]=[CH:24][CH:23]=[C:22]2[C:27]=1[C:28](=[O:29])[C:10]1([NH:9][C:7](=[O:8])[C:6]3[CH:34]=[CH:35][CH:36]=[C:4]([Cl:3])[CH:5]=3)[C:14]3[CH:15]=[CH:16][C:17]([CH:19]([CH3:21])[CH3:20])=[CH:18][C:13]=3[O:12][C:11]12[OH:33]. Given the reactants Cl.O.[Cl:3][C:4]1[CH:5]=[C:6]([CH:34]=[CH:35][CH:36]=1)[C:7]([NH:9][C:10]12[C:28](=[O:29])[C:27]3[C:22](=[CH:23][CH:24]=[CH:25][C:26]=3[N+:30]([O-])=O)[C:11]1([OH:33])[O:12][C:13]1[CH:18]=[C:17]([CH:19]([CH3:21])[CH3:20])[CH:16]=[CH:15][C:14]=12)=[O:8], predict the reaction product. (7) Given the reactants [Cl:1][C:2]1[CH:7]=[CH:6][C:5]([NH:8]C(=O)OC(C)(C)C)=[C:4]([CH:16]([C:18]2[CH:23]=[CH:22][CH:21]=[C:20]([O:24][CH3:25])[C:19]=2[Cl:26])[OH:17])[CH:3]=1.Cl.[OH-].[Na+], predict the reaction product. The product is: [NH2:8][C:5]1[CH:6]=[CH:7][C:2]([Cl:1])=[CH:3][C:4]=1[CH:16]([C:18]1[CH:23]=[CH:22][CH:21]=[C:20]([O:24][CH3:25])[C:19]=1[Cl:26])[OH:17]. (8) Given the reactants C(O[C:4](=[O:19])[C:5]([N:7]1[CH2:11][CH2:10][CH:9]([C:12]([O:14][CH2:15][CH3:16])=[O:13])[C:8]1([CH3:18])[CH3:17])=[O:6])C.C(O)C.[OH-].[Na+].Cl.C(OC(C1CCN(C(=O)C(O)=O)C1(C)C)=O)C.CCN(C(C)C)C(C)C.[F:52][C:53]([F:58])([F:57])[C@H:54]([NH2:56])[CH3:55].CN(C(ON1N=NC2C=CC=NC1=2)=[N+](C)C)C.F[P-](F)(F)(F)(F)F, predict the reaction product. The product is: [CH3:18][C:8]1([CH3:17])[CH:9]([C:12]([O:14][CH2:15][CH3:16])=[O:13])[CH2:10][CH2:11][N:7]1[C:5](=[O:6])[C:4](=[O:19])[NH:56][C@H:54]([CH3:55])[C:53]([F:58])([F:57])[F:52]. (9) Given the reactants [H-].[Na+].[NH2:3][C:4]1[C:9]([OH:10])=[CH:8][N:7]=[C:6]([C:11]2[C:19]3[C:14](=[N:15][CH:16]=[CH:17][CH:18]=3)[N:13]([CH2:20][C:21]3[CH:26]=[CH:25][CH:24]=[CH:23][C:22]=3[F:27])[N:12]=2)[N:5]=1.[N:28]1([C:33](Cl)=[O:34])[CH2:32][CH2:31][CH2:30][CH2:29]1, predict the reaction product. The product is: [N:28]1([C:33]([O:10][C:9]2[C:4]([NH2:3])=[N:5][C:6]([C:11]3[C:19]4[C:14](=[N:15][CH:16]=[CH:17][CH:18]=4)[N:13]([CH2:20][C:21]4[CH:26]=[CH:25][CH:24]=[CH:23][C:22]=4[F:27])[N:12]=3)=[N:7][CH:8]=2)=[O:34])[CH2:32][CH2:31][CH2:30][CH2:29]1. (10) Given the reactants [S:1]1[C:5]2[CH:6]=[CH:7][CH:8]=[CH:9][C:4]=2[C:3](B(O)O)=[CH:2]1.Cl[C:14]1[N:18]([CH3:19])[N:17]=[C:16]([CH3:20])[C:15]=1[CH:21]=[O:22].C(=O)([O-])[O-].[Na+].[Na+].COCCOC, predict the reaction product. The product is: [S:1]1[C:5]2[CH:6]=[CH:7][CH:8]=[CH:9][C:4]=2[C:3]([C:14]2[N:18]([CH3:19])[N:17]=[C:16]([CH3:20])[C:15]=2[CH:21]=[O:22])=[CH:2]1.